This data is from Forward reaction prediction with 1.9M reactions from USPTO patents (1976-2016). The task is: Predict the product of the given reaction. (1) The product is: [Br:1][C:2]1[CH:7]=[C:6]([N+:10]([O-:12])=[O:11])[C:5]([F:8])=[CH:4][C:3]=1[CH3:9]. Given the reactants [Br:1][C:2]1[CH:7]=[CH:6][C:5]([F:8])=[CH:4][C:3]=1[CH3:9].[N+:10]([O-])([O-:12])=[O:11].[K+], predict the reaction product. (2) Given the reactants [CH3:1][O:2][C:3]1[CH:15]=[CH:14][C:6]([CH2:7][N:8]2[C:12]([NH2:13])=[CH:11][CH:10]=[N:9]2)=[CH:5][CH:4]=1.[CH3:16][O:17][C:18]([C:20]#[C:21][C:22](OC)=[O:23])=[O:19], predict the reaction product. The product is: [CH3:16][O:17][C:18]([C:20]1[C:11]2[CH:10]=[N:9][N:8]([CH2:7][C:6]3[CH:5]=[CH:4][C:3]([O:2][CH3:1])=[CH:15][CH:14]=3)[C:12]=2[N:13]=[C:22]([OH:23])[CH:21]=1)=[O:19]. (3) Given the reactants Br[C:2]1[CH:7]=[CH:6][C:5]([Br:8])=[CH:4][N:3]=1.[Li]CCCC.CN([CH:17]=[O:18])C.[NH4+].[Cl-], predict the reaction product. The product is: [Br:8][C:5]1[CH:6]=[CH:7][C:2]([CH:17]=[O:18])=[N:3][CH:4]=1. (4) Given the reactants C([O:3][C:4](=[O:35])[CH:5]([O:32][CH2:33][CH3:34])[CH2:6][C:7]1[CH:12]=[CH:11][C:10]([O:13][CH2:14][C:15]2[N:16]=[C:17]([C:21]3[CH:26]=[CH:25][C:24]([C:27]([F:30])([F:29])[F:28])=[CH:23][CH:22]=3)[O:18][C:19]=2[CH3:20])=[CH:9][C:8]=1[CH3:31])C.[Li+].[OH-], predict the reaction product. The product is: [CH2:33]([O:32][CH:5]([CH2:6][C:7]1[CH:12]=[CH:11][C:10]([O:13][CH2:14][C:15]2[N:16]=[C:17]([C:21]3[CH:22]=[CH:23][C:24]([C:27]([F:28])([F:29])[F:30])=[CH:25][CH:26]=3)[O:18][C:19]=2[CH3:20])=[CH:9][C:8]=1[CH3:31])[C:4]([OH:35])=[O:3])[CH3:34].